Dataset: Full USPTO retrosynthesis dataset with 1.9M reactions from patents (1976-2016). Task: Predict the reactants needed to synthesize the given product. (1) Given the product [F:13][C:14]1[CH:19]=[C:18]([F:20])[CH:17]=[CH:16][C:15]=1[NH:21][C:22](=[O:25])[CH2:23][N:10]1[CH2:9][CH2:8][N:7]([C:2]2[CH:3]=[CH:4][CH:5]=[CH:6][N:1]=2)[CH2:12][CH2:11]1, predict the reactants needed to synthesize it. The reactants are: [N:1]1[CH:6]=[CH:5][CH:4]=[CH:3][C:2]=1[N:7]1[CH2:12][CH2:11][NH:10][CH2:9][CH2:8]1.[F:13][C:14]1[CH:19]=[C:18]([F:20])[CH:17]=[CH:16][C:15]=1[NH:21][C:22](=[O:25])[CH2:23]Cl.C(=O)([O-])[O-].[Na+].[Na+]. (2) Given the product [Cl:1][C:2]1[CH:3]=[C:4]2[C:10]([C:11]3[N:16]=[C:15]([NH:17][C@H:18]4[CH2:23][CH2:22][CH2:21][C:20](=[N:37][OH:38])[CH2:19]4)[C:14]([F:25])=[CH:13][N:12]=3)=[CH:9][N:8]([S:26]([C:29]3[CH:34]=[CH:33][C:32]([CH3:35])=[CH:31][CH:30]=3)(=[O:28])=[O:27])[C:5]2=[N:6][CH:7]=1, predict the reactants needed to synthesize it. The reactants are: [Cl:1][C:2]1[CH:3]=[C:4]2[C:10]([C:11]3[N:16]=[C:15]([NH:17][C@H:18]4[CH2:23][CH2:22][CH2:21][C:20](=O)[CH2:19]4)[C:14]([F:25])=[CH:13][N:12]=3)=[CH:9][N:8]([S:26]([C:29]3[CH:34]=[CH:33][C:32]([CH3:35])=[CH:31][CH:30]=3)(=[O:28])=[O:27])[C:5]2=[N:6][CH:7]=1.Cl.[NH2:37][OH:38].